This data is from Full USPTO retrosynthesis dataset with 1.9M reactions from patents (1976-2016). The task is: Predict the reactants needed to synthesize the given product. (1) Given the product [NH2:22][NH:23][C:10](=[O:11])[C@H:2]([NH:1][C:14]([O:16][C:17]([CH3:20])([CH3:19])[CH3:18])=[O:15])[CH2:3][C:4]1[CH:9]=[CH:8][CH:7]=[CH:6][CH:5]=1, predict the reactants needed to synthesize it. The reactants are: [NH:1]([C:14]([O:16][C:17]([CH3:20])([CH3:19])[CH3:18])=[O:15])[C@@H:2]([C:10](OC)=[O:11])[CH2:3][C:4]1[CH:9]=[CH:8][CH:7]=[CH:6][CH:5]=1.O.[NH2:22][NH2:23]. (2) Given the product [C:18]([NH:28][CH:2]1[CH2:3][C:4](=[CH2:6])[CH2:5]1)([O:17][C:14]([CH3:16])([CH3:15])[CH3:13])=[O:20], predict the reactants needed to synthesize it. The reactants are: C=[C:2]1[CH2:5][CH:4]([C:6](O)=O)[CH2:3]1.[N-]=[N+]=[N-].[Na+].[CH3:13][C:14]([O:17][C:18]([O:20]C(OC(C)(C)C)=O)=O)([CH3:16])[CH3:15].[N:28]([O-])=O.[Na+]. (3) Given the product [O:18]=[C:19]1[C:24]([C:25]([O:27][CH2:28][CH3:29])=[O:26])=[CH:23][CH:22]=[CH:21][N:20]1[CH2:2][C:3]1[CH:12]=[CH:11][C:10]2[C:9]([CH3:14])([CH3:13])[CH2:8][CH2:7][C:6]([CH3:16])([CH3:15])[C:5]=2[CH:4]=1, predict the reactants needed to synthesize it. The reactants are: Br[CH2:2][C:3]1[CH:4]=[C:5]2[C:10](=[CH:11][CH:12]=1)[C:9]([CH3:14])([CH3:13])[CH2:8][CH2:7][C:6]2([CH3:16])[CH3:15].Cl.[O:18]=[C:19]1[C:24]([C:25]([O:27][CH2:28][CH3:29])=[O:26])=[CH:23][CH:22]=[CH:21][NH:20]1.[H-].[Na+]. (4) The reactants are: [F:1][C:2]([F:7])([F:6])[C:3]([OH:5])=[O:4].C(OC1C=C(C=CC=1)C(C1C2C(=CC(OC)=C(OC)C=2)C(CC(O)=O)=CN=1)=O)(C)C.[CH:38]([O:41][C:42]1[CH:43]=[C:44]([CH:65]=[CH:66][CH:67]=1)[C:45]([C:47]1[C:56]2[C:51](=[CH:52][C:53]([O:59][CH3:60])=[C:54]([O:57][CH3:58])[CH:55]=2)[C:50]([CH2:61][C:62]([NH2:64])=[O:63])=[CH:49][N:48]=1)=[O:46])([CH3:40])[CH3:39]. Given the product [F:1][C:2]([F:7])([F:6])[C:3]([OH:5])=[O:4].[CH:38]([O:41][C:42]1[CH:43]=[C:44]([CH:65]=[CH:66][CH:67]=1)[C:45]([C:47]1[C:56]2[C:51](=[CH:52][C:53]([O:59][CH3:60])=[C:54]([O:57][CH3:58])[CH:55]=2)[C:50]([CH2:61][C:62]([NH2:64])=[O:63])=[CH:49][N:48]=1)=[O:46])([CH3:40])[CH3:39], predict the reactants needed to synthesize it. (5) Given the product [CH:1]1([C:6]2[CH:35]=[CH:34][C:9]([CH2:10][O:11][C:12]3[CH:20]=[CH:19][C:18]4[N:17]5[CH2:21][CH2:22][CH:23]([CH2:24][C:25]([OH:27])=[O:26])[C:16]5=[C:15]([CH2:32][CH3:33])[C:14]=4[CH:13]=3)=[CH:8][C:7]=2[C:36]([F:39])([F:37])[F:38])[CH2:2][CH2:3][CH2:4][CH2:5]1, predict the reactants needed to synthesize it. The reactants are: [CH:1]1([C:6]2[CH:35]=[CH:34][C:9]([CH2:10][O:11][C:12]3[CH:20]=[CH:19][C:18]4[N:17]5[CH2:21][CH2:22][CH:23]([CH2:24][C:25]([O:27]C(C)(C)C)=[O:26])[C:16]5=[C:15]([CH2:32][CH3:33])[C:14]=4[CH:13]=3)=[CH:8][C:7]=2[C:36]([F:39])([F:38])[F:37])[CH2:5][CH2:4][CH2:3][CH2:2]1.NC(CS)C(O)=O. (6) Given the product [CH3:42][CH:24]1[CH2:23][CH2:22][C:21]([C:32]([OH:34])=[O:33])=[CH:20][C:19]2[CH:36]=[C:15]([C:12]3[CH:13]=[CH:14][C:9]([O:8][CH2:7][CH2:6][O:5][CH2:1][CH2:2][CH2:3][CH3:4])=[CH:10][CH:11]=3)[CH:16]=[CH:17][C:18]=2[N:25]1[C:26]1[CH:27]=[CH:28][CH:29]=[CH:30][CH:31]=1, predict the reactants needed to synthesize it. The reactants are: [CH2:1]([O:5][CH2:6][CH2:7][O:8][C:9]1[CH:14]=[CH:13][C:12]([C:15]2[CH:16]=[CH:17][C:18]3[N:25]([C:26]4[CH:31]=[CH:30][CH:29]=[CH:28][CH:27]=4)[CH2:24][CH2:23][CH2:22][C:21]([C:32]([O:34]C)=[O:33])=[CH:20][C:19]=3[CH:36]=2)=[CH:11][CH:10]=1)[CH2:2][CH2:3][CH3:4].[OH-].[Na+].O.Cl.O1CCC[CH2:42]1.